The task is: Predict the reaction yield, written as a fraction of the theoretical maximum amount of product (1.0 means a 100% yield; for example, 0.34 means a 34% yield).. This data is from Reaction yield outcomes from USPTO patents with 853,638 reactions. (1) The reactants are [Br:1][C:2]1[CH:7]=[CH:6][C:5]([O:8][CH3:9])=[CH:4][C:3]=1[C:10]1([C:13]([OH:15])=O)[CH2:12][CH2:11]1.C(Cl)(=O)C(Cl)=O.[Br-].O[C:24]1[CH:49]=[CH:48][CH:47]=[CH:46][C:25]=1[CH2:26][P+](C1C=CC=CC=1)(C1C=CC=CC=1)C1C=CC=CC=1. The catalyst is CN(C=O)C.C(Cl)Cl. The product is [Br:1][C:2]1[CH:7]=[CH:6][C:5]([O:8][CH3:9])=[CH:4][C:3]=1[C:10]1([C:13]2[O:15][C:24]3[CH:49]=[CH:48][CH:47]=[CH:46][C:25]=3[CH:26]=2)[CH2:11][CH2:12]1. The yield is 0.810. (2) The reactants are [F:1][C:2]1[CH:8]=[C:7]([S:9][CH3:10])[CH:6]=[CH:5][C:3]=1[NH2:4].C[Si]([N-][Si](C)(C)C)(C)C.[Li+].Cl[C:22]1[N:23]([CH3:34])[C:24](=[O:33])[C:25]([F:32])=[CH:26][C:27]=1[C:28]([O:30][CH3:31])=[O:29]. The catalyst is C1COCC1. The product is [F:32][C:25]1[C:24](=[O:33])[N:23]([CH3:34])[C:22]([NH:4][C:3]2[CH:5]=[CH:6][C:7]([S:9][CH3:10])=[CH:8][C:2]=2[F:1])=[C:27]([C:28]([O:30][CH3:31])=[O:29])[CH:26]=1. The yield is 0.750.